This data is from CYP2C19 inhibition data for predicting drug metabolism from PubChem BioAssay. The task is: Regression/Classification. Given a drug SMILES string, predict its absorption, distribution, metabolism, or excretion properties. Task type varies by dataset: regression for continuous measurements (e.g., permeability, clearance, half-life) or binary classification for categorical outcomes (e.g., BBB penetration, CYP inhibition). Dataset: cyp2c19_veith. (1) The molecule is O=C(c1cccc(F)c1)N1CCC2(CCCN(Cc3ccccc3)C2)CC1. The result is 0 (non-inhibitor). (2) The compound is O=C(c1cnccn1)N1CCC[C@@]2(CCN(c3ccccn3)C2)C1. The result is 0 (non-inhibitor). (3) The drug is COc1ccc(C(=O)N2CCC3(CCN(C)CC3)CC2)cc1. The result is 0 (non-inhibitor). (4) The molecule is Cc1ccccc1-c1cc(NCc2ccccc2)ncn1. The result is 1 (inhibitor). (5) The compound is Cc1cc(C)n(CCCNCC(O)c2ccccc2)n1.O=C(O)C(=O)O. The result is 0 (non-inhibitor). (6) The molecule is Oc1ccc2c3c1O[C@H]1[C@@H](O)CC[C@]4(O)[C@H](C2)N(CC2CCC2)CC[C@@]314. The result is 0 (non-inhibitor). (7) The compound is O=C(COc1ccc(-c2ccccc2)cc1)N/N=C/c1ccccc1Br. The result is 1 (inhibitor).